Dataset: Reaction yield outcomes from USPTO patents with 853,638 reactions. Task: Predict the reaction yield, written as a fraction of the theoretical maximum amount of product (1.0 means a 100% yield; for example, 0.34 means a 34% yield). (1) The reactants are [F:1][C:2]([F:35])([F:34])[C:3]1[CH:4]=[C:5]([CH:27]=[C:28]([C:30]([F:33])([F:32])[F:31])[CH:29]=1)[CH2:6][N:7]([CH:11]1[CH2:17][CH2:16][CH2:15][NH:14][C:13]2[C:18]([CH3:26])=[CH:19][C:20]([C:22]([F:25])([F:24])[F:23])=[CH:21][C:12]1=2)[C:8](=[O:10])[CH3:9].N1C=CC=CC=1.[CH:42]([O:45][C:46](Cl)=[O:47])([CH3:44])[CH3:43]. The catalyst is ClCCl. The product is [CH:42]([O:45][C:46]([N:14]1[CH2:15][CH2:16][CH2:17][CH:11]([N:7]([C:8](=[O:10])[CH3:9])[CH2:6][C:5]2[CH:4]=[C:3]([C:2]([F:1])([F:34])[F:35])[CH:29]=[C:28]([C:30]([F:32])([F:33])[F:31])[CH:27]=2)[C:12]2[CH:21]=[C:20]([C:22]([F:23])([F:24])[F:25])[CH:19]=[C:18]([CH3:26])[C:13]1=2)=[O:47])([CH3:44])[CH3:43]. The yield is 0.720. (2) The reactants are [Cl:1][C:2]1[C:6]([NH:7][C:8](=[O:10])[CH3:9])=[CH:5][N:4]([C:11]2[CH:12]=[N:13][CH:14]=[CH:15][CH:16]=2)[N:3]=1.O1CC[CH2:19][CH2:18]1.CC(C)([O-])C.[Na+].C(Br)C. The catalyst is O.C(OCC)(=O)C. The product is [Cl:1][C:2]1[C:6]([N:7]([CH2:18][CH3:19])[C:8](=[O:10])[CH3:9])=[CH:5][N:4]([C:11]2[CH:12]=[N:13][CH:14]=[CH:15][CH:16]=2)[N:3]=1. The yield is 0.890. (3) The reactants are [N:1]1([CH2:8][CH2:9][O:10][C:11]2[CH:38]=[CH:37][C:14]([C:15]([C:17]3[C:26]4[C:21](=[CH:22][C:23]([O:27][CH3:28])=[CH:24][CH:25]=4)[CH:20]=[CH:19][C:18]=3OS(C(F)(F)F)(=O)=O)=[O:16])=[CH:13][CH:12]=2)[CH2:7][CH2:6][CH2:5][CH2:4][CH2:3][CH2:2]1.Br[C:40]1[C:45]([F:46])=[C:44]([F:47])[CH:43]=[CH:42][C:41]=1[F:48].OC1C=C2C(=CC=1)C(C(C1C=CC(OCCN3CCCCC3)=CC=1)=O)=C(C1C=C(F)C=C(F)C=1F)C=C2. No catalyst specified. The product is [N:1]1([CH2:8][CH2:9][O:10][C:11]2[CH:12]=[CH:13][C:14]([C:15]([C:17]3[C:26]4[C:21](=[CH:22][C:23]([O:27][CH3:28])=[CH:24][CH:25]=4)[CH:20]=[CH:19][C:18]=3[C:40]3[C:41]([F:48])=[CH:42][CH:43]=[C:44]([F:47])[C:45]=3[F:46])=[O:16])=[CH:37][CH:38]=2)[CH2:7][CH2:6][CH2:5][CH2:4][CH2:3][CH2:2]1. The yield is 0.460.